Dataset: Reaction yield outcomes from USPTO patents with 853,638 reactions. Task: Predict the reaction yield, written as a fraction of the theoretical maximum amount of product (1.0 means a 100% yield; for example, 0.34 means a 34% yield). (1) The reactants are [Cl:1][C:2]1[CH:3]=[C:4]([C:8]2[N:13]=[C:12]3[CH2:14][CH2:15][CH2:16][C:11]3=[C:10]([CH:17]([OH:30])[C:18]3[CH:23]=[CH:22][C:21]([CH2:24][C:25](OCC)=[O:26])=[CH:20][CH:19]=3)[CH:9]=2)[CH:5]=[CH:6][CH:7]=1.CC(C[AlH]CC(C)C)C. No catalyst specified. The product is [Cl:1][C:2]1[CH:3]=[C:4]([C:8]2[N:13]=[C:12]3[CH2:14][CH2:15][CH2:16][C:11]3=[C:10]([CH:17]([OH:30])[C:18]3[CH:19]=[CH:20][C:21]([CH2:24][CH2:25][OH:26])=[CH:22][CH:23]=3)[CH:9]=2)[CH:5]=[CH:6][CH:7]=1. The yield is 0.730. (2) The reactants are FC(F)(F)C(O)=O.[CH2:8]([N:14]([CH3:30])[C:15]([C@@H:17]1[CH2:21][C@@H:20]([OH:22])[CH2:19][N:18]1C(OC(C)(C)C)=O)=[O:16])[CH2:9][CH2:10][CH2:11][CH:12]=[CH2:13]. The catalyst is C(Cl)Cl. The product is [CH2:8]([N:14]([CH3:30])[C:15]([C@@H:17]1[CH2:21][C@@H:20]([OH:22])[CH2:19][NH:18]1)=[O:16])[CH2:9][CH2:10][CH2:11][CH:12]=[CH2:13]. The yield is 1.00. (3) The reactants are [Br:1][C:2]1[CH:6]=[CH:5][O:4][C:3]=1[C:7]([OH:9])=[O:8].[CH2:10](I)[CH3:11].C(=O)([O-])[O-].[Cs+].[Cs+].C(=O)([O-])O.[Na+]. The catalyst is C(#N)C. The product is [Br:1][C:2]1[CH:6]=[CH:5][O:4][C:3]=1[C:7]([O:9][CH2:10][CH3:11])=[O:8]. The yield is 0.540. (4) The product is [Br:1][C:2]1[C:3]([F:28])=[CH:4][C:5]([F:27])=[C:6]([C@@:8]([NH:20][S@@:21]([C:23]([CH3:25])([CH3:24])[CH3:26])=[O:22])([CH2:10][C@H:11]([C:13]2[C:14]([CH3:19])=[N:15][O:16][C:17]=2[CH3:18])[OH:12])[CH3:9])[CH:7]=1. The yield is 0.880. The catalyst is CCOCC.O.O.O.O.O.O.O.O.O.O.S([O-])([O-])(=O)=O.[Na+].[Na+]. The reactants are [Br:1][C:2]1[C:3]([F:28])=[CH:4][C:5]([F:27])=[C:6]([C@@:8]([NH:20][S@@:21]([C:23]([CH3:26])([CH3:25])[CH3:24])=[O:22])([CH2:10][C:11]([C:13]2[C:14]([CH3:19])=[N:15][O:16][C:17]=2[CH3:18])=[O:12])[CH3:9])[CH:7]=1.[H-].C(O[Al](OC(C)(C)C)OC(C)(C)C)(C)(C)C.[Li+].